This data is from Experimentally validated miRNA-target interactions with 360,000+ pairs, plus equal number of negative samples. The task is: Binary Classification. Given a miRNA mature sequence and a target amino acid sequence, predict their likelihood of interaction. (1) The miRNA is hsa-miR-298 with sequence AGCAGAAGCAGGGAGGUUCUCCCA. The protein sequence of the target gene is MWGLAGGRLFGIFSAPVLVAVVCCAQSVNDPGNMSFVKETVDKLLKGYDIRLRPDFGGPPVCVGMNIDIASIDMVSEVNMDYTLTMYFQQYWRDKRLAYSGIPLNLTLDNRVADQLWVPDTYFLNDKKSFVHGVTVKNRMIRLHPDGTVLYGLRITTTAACMMDLRRYPLDEQNCTLEIESYGYTTDDIEFYWRGGDKAVTGVERIELPQFSIVEHRLVSRNVVFATGAYPRLSLSFRLKRNIGYFILQTYMPSILITILSWVSFWINYDASAARVALGITTVLTMTTINTHLRETLPKI.... Result: 1 (interaction). (2) The miRNA is hsa-miR-2116-3p with sequence CCUCCCAUGCCAAGAACUCCC. The protein sequence of the target gene is MFAPAVMRAFRKNKTLGYGVPMLLLIVGGSFGLREFSQIRYDAVKSKMDPELEKKLKENKISLESEYEKIKDSKFDDWKNIRGPRPWEDPDLLQGRNPESLKTKTT. Result: 0 (no interaction). (3) The miRNA is mmu-miR-294-3p with sequence AAAGUGCUUCCCUUUUGUGUGU. The protein sequence of the target gene is MEDGVAGPQLGAAAEAAEAAEARARPGVTLRPFAPLSGAAEADEGGGDWSFIDCEMEEVDLQDLPSATIACHLDPRVFVDGLCRAKFESLFRTYDKDITFQYFKSFKRVRINFSNPFSAADARLQLHKTEFLGKEMKLYFAQTLHIGSSHLAPPNPDKQFLISPPASPPVGWKQVEDATPVINYDLLYAISKLGPGEKYELHAATDTTPSVVVHVCESDQEKEEEEEMERMRRPKPKIIQTRRPEYTPIHLS. Result: 0 (no interaction). (4) The miRNA is hsa-miR-516b-3p with sequence UGCUUCCUUUCAGAGGGU. The protein sequence of the target gene is MAVPHHLQETSYLLPPDPEDWEKQGIPDFVYGQEDLVGKEVQWPRDSPSAVDTVPLSRFDSALRSAWRQRLELGLFRYRLEDLQTQILPGSVGFVAQLNIERGIQRRRPQNIRSVRQEFDPEQFNFNKIRPGEVLFRMQREPKGPATPKQEDDVLVVINVSPLEWGHVLLVPAPAQGLPQRLLPGVLRVGLEAVLLSLHPGFRVGFNSLGGLASVNHLHLHCYYLAHPLPVEGAPSTPLDPKGCIHLLQALPAPGFLFYTSGPGPDLEVLISRVCRATDYLSDREIAHNLFVTRGAPPGP.... Result: 0 (no interaction). (5) The miRNA is rno-miR-125b-5p with sequence UCCCUGAGACCCUAACUUGUGA. The protein sequence of the target gene is MGSCCSCPDKDTVPDNHRNKFKVINVDDDGNELGSGVMELTDTELILYTRKRDSVKWHYLCLRRYGYDSNLFSFESGRRCQTGQGIFAFKCARAEELFNMLQEIMQNNSINVVEEPVVERSSHQTELEVPRTPRTPTTPGLGAQNLPNGYPRYPSFGDASSHPSSRHPSVGSARLPSVGEESTHPLLVAEEQVHTYVNTTGVQEERKNRASVHVPPEARVSNAESNTPKEEPSNPEDRDPQVLLKPEGVRFVLGPTPVQKQLMEKEKLEQLGKDPVSGSGAGNTEWDTGYDSDERRDVPP.... Result: 0 (no interaction). (6) The miRNA is hsa-miR-1260b with sequence AUCCCACCACUGCCACCAU. The protein sequence of the target gene is MAGRLLGKALAAVSLSLALASVTIRSSRCRGIQAFRNSFSSSWFHLNTNVMSGSNGSKENSHNKARTSPYPGSKVERSQVPNEKVGWLVEWQDYKPVEYTAVSVLAGPRWADPQISESNFSPKFNEKDGHVERKSKNGLYEIENGRPRNPAGRTGLVGRGLLGRWGPNHAADPIITRWKRDSSGNKIMHPVSGKHILQFVAIKRKDCGEWAIPGGMVDPGEKISATLKREFGEEALNSLQKTSAEKREIEEKLHKLFSQDHLVIYKGYVDDPRNTDNAWMETEAVNYHDETGEIMDNLML.... Result: 1 (interaction). (7) The miRNA is hsa-miR-424-5p with sequence CAGCAGCAAUUCAUGUUUUGAA. The protein sequence of the target gene is MSAEGAEPGPGSGSGPGPGPLCPEHGQALSWFCGSERRPVCAACAGLGGRCRGHRIRRAEERAEELRNKIVDQCERLQLQSAAITKYVADVLPGKNQRAVSMASAARELVIQRLSLVRSLCESEEQRLLEQVHGEEERAHQSILTQRVHWAEALQKLDTIRTGLVGMLTHLDDLQLIQKEQEIFERTEEAEGILDPQESEMLNFNEKCTRSPLLTQLWATAVLGSLSGTEDIRIDERTVSPFLQLSDDRKTLTFSTKKSKACADGPERFDHWPNALAATSFQNGLHAWMVNVQNSCAYKV.... Result: 1 (interaction).